From a dataset of Full USPTO retrosynthesis dataset with 1.9M reactions from patents (1976-2016). Predict the reactants needed to synthesize the given product. The reactants are: C([C:3]1[C:8]([Br:9])=[CH:7][C:6]([Br:10])=C[N:4]=1)#N.[C:11]([OH:14])(=[O:13])[CH3:12].S(=O)(=O)(O)O. Given the product [Br:10][C:6]1[C:12]([C:11]([OH:14])=[O:13])=[N:4][CH:3]=[C:8]([Br:9])[CH:7]=1, predict the reactants needed to synthesize it.